Dataset: Reaction yield outcomes from USPTO patents with 853,638 reactions. Task: Predict the reaction yield, written as a fraction of the theoretical maximum amount of product (1.0 means a 100% yield; for example, 0.34 means a 34% yield). (1) The reactants are [NH2:1][C@@H:2]([CH2:33][C:34]1[CH:39]=[CH:38][CH:37]=[CH:36][CH:35]=1)[C@@H:3]([OH:32])[CH2:4][C@@H:5]([NH:19][C:20](=[O:31])[C@H:21]([C:27]([CH3:30])([CH3:29])[CH3:28])[NH:22][C:23]([O:25][CH3:26])=[O:24])[CH2:6][C:7]1[CH:12]=[CH:11][C:10]([C:13]2[CH:18]=[CH:17][N:16]=[CH:15][CH:14]=2)=[CH:9][CH:8]=1.[CH3:40][O:41][C:42]([NH:44][C@@H:45]([C:49]([CH3:52])([CH3:51])[CH3:50])[C:46](O)=[O:47])=[O:43].CCOP(ON1N=NC2C=CC=CC=2C1=O)(OCC)=O.C(N(CC)C(C)C)(C)C. The catalyst is O1CCCC1. The product is [CH3:40][O:41][C:42](=[O:43])[NH:44][C@@H:45]([C:49]([CH3:51])([CH3:50])[CH3:52])[C:46](=[O:47])[NH:1][C@@H:2]([CH2:33][C:34]1[CH:35]=[CH:36][CH:37]=[CH:38][CH:39]=1)[C@@H:3]([OH:32])[CH2:4][C@H:5]([CH2:6][C:7]1[CH:8]=[CH:9][C:10]([C:13]2[CH:14]=[CH:15][N:16]=[CH:17][CH:18]=2)=[CH:11][CH:12]=1)[NH:19][C:20](=[O:31])[C@H:21]([C:27]([CH3:30])([CH3:29])[CH3:28])[NH:22][C:23](=[O:24])[O:25][CH3:26]. The yield is 0.700. (2) The reactants are [Cl-].O[NH3+:3].[C:4](=[O:7])([O-])[OH:5].[Na+].CS(C)=O.[CH2:13]([C:17]1[N:18]=[C:19]([CH2:46][OH:47])[N:20]([CH2:39][C:40]2[CH:45]=[CH:44][CH:43]=[CH:42][N:41]=2)[C:21](=[O:38])[C:22]=1[CH2:23][C:24]1[CH:29]=[CH:28][C:27]([C:30]2[C:31]([C:36]#[N:37])=[CH:32][CH:33]=[CH:34][CH:35]=2)=[CH:26][CH:25]=1)[CH2:14][CH2:15][CH3:16]. The catalyst is C(OCC)(=O)C. The product is [CH2:13]([C:17]1[N:18]=[C:19]([CH2:46][OH:47])[N:20]([CH2:39][C:40]2[CH:45]=[CH:44][CH:43]=[CH:42][N:41]=2)[C:21](=[O:38])[C:22]=1[CH2:23][C:24]1[CH:25]=[CH:26][C:27]([C:30]2[CH:35]=[CH:34][CH:33]=[CH:32][C:31]=2[C:36]2[NH:3][C:4](=[O:7])[O:5][N:37]=2)=[CH:28][CH:29]=1)[CH2:14][CH2:15][CH3:16]. The yield is 0.260.